From a dataset of Reaction yield outcomes from USPTO patents with 853,638 reactions. Predict the reaction yield, written as a fraction of the theoretical maximum amount of product (1.0 means a 100% yield; for example, 0.34 means a 34% yield). The reactants are [H-].[H-].[H-].[H-].[Li+].[Al+3].[CH3:7][NH:8][C:9]([C:11]1[C:19]2[C:14](=[CH:15][CH:16]=[CH:17][CH:18]=2)[N:13]([CH3:20])[CH:12]=1)=O. The catalyst is C1COCC1. The product is [CH3:20][N:13]1[C:14]2[C:19](=[CH:18][CH:17]=[CH:16][CH:15]=2)[C:11]([CH2:9][NH:8][CH3:7])=[CH:12]1. The yield is 0.670.